This data is from Merck oncology drug combination screen with 23,052 pairs across 39 cell lines. The task is: Regression. Given two drug SMILES strings and cell line genomic features, predict the synergy score measuring deviation from expected non-interaction effect. (1) Drug 1: O=S1(=O)NC2(CN1CC(F)(F)F)C1CCC2Cc2cc(C=CCN3CCC(C(F)(F)F)CC3)ccc2C1. Drug 2: CCC1(O)CC2CN(CCc3c([nH]c4ccccc34)C(C(=O)OC)(c3cc4c(cc3OC)N(C)C3C(O)(C(=O)OC)C(OC(C)=O)C5(CC)C=CCN6CCC43C65)C2)C1. Cell line: MSTO. Synergy scores: synergy=8.48. (2) Drug 1: COC12C(COC(N)=O)C3=C(C(=O)C(C)=C(N)C3=O)N1CC1NC12. Drug 2: O=C(NOCC(O)CO)c1ccc(F)c(F)c1Nc1ccc(I)cc1F. Cell line: DLD1. Synergy scores: synergy=18.2. (3) Drug 1: CN(C)C(=N)N=C(N)N. Drug 2: COC1CC2CCC(C)C(O)(O2)C(=O)C(=O)N2CCCCC2C(=O)OC(C(C)CC2CCC(OP(C)(C)=O)C(OC)C2)CC(=O)C(C)C=C(C)C(O)C(OC)C(=O)C(C)CC(C)C=CC=CC=C1C. Cell line: T47D. Synergy scores: synergy=54.1. (4) Drug 1: O=C(NOCC(O)CO)c1ccc(F)c(F)c1Nc1ccc(I)cc1F. Drug 2: CC(C)CC(NC(=O)C(Cc1ccccc1)NC(=O)c1cnccn1)B(O)O. Cell line: MDAMB436. Synergy scores: synergy=-3.25. (5) Drug 1: NC1(c2ccc(-c3nc4ccn5c(=O)[nH]nc5c4cc3-c3ccccc3)cc2)CCC1. Drug 2: Cn1cc(-c2cnn3c(N)c(Br)c(C4CCCNC4)nc23)cn1. Cell line: MDAMB436. Synergy scores: synergy=16.0. (6) Drug 1: CC1CC2C3CCC4=CC(=O)C=CC4(C)C3(F)C(O)CC2(C)C1(O)C(=O)CO. Drug 2: Cn1nnc2c(C(N)=O)ncn2c1=O. Cell line: VCAP. Synergy scores: synergy=-21.7. (7) Drug 1: C=CCn1c(=O)c2cnc(Nc3ccc(N4CCN(C)CC4)cc3)nc2n1-c1cccc(C(C)(C)O)n1. Drug 2: COC1CC2CCC(C)C(O)(O2)C(=O)C(=O)N2CCCCC2C(=O)OC(C(C)CC2CCC(OP(C)(C)=O)C(OC)C2)CC(=O)C(C)C=C(C)C(O)C(OC)C(=O)C(C)CC(C)C=CC=CC=C1C. Cell line: LNCAP. Synergy scores: synergy=24.3. (8) Drug 1: CC1CC2C3CCC4=CC(=O)C=CC4(C)C3(F)C(O)CC2(C)C1(O)C(=O)CO. Drug 2: COC1=C2CC(C)CC(OC)C(O)C(C)C=C(C)C(OC(N)=O)C(OC)C=CC=C(C)C(=O)NC(=CC1=O)C2=O. Cell line: ES2. Synergy scores: synergy=-10.7.